Dataset: Catalyst prediction with 721,799 reactions and 888 catalyst types from USPTO. Task: Predict which catalyst facilitates the given reaction. (1) The catalyst class is: 3. Reactant: [CH3:1][O:2][C:3]1[CH:4]=[C:5]2[C:10](=[CH:11][C:12]=1[O:13][CH3:14])[N:9]=[CH:8][N:7]=[C:6]2[CH:15]1[CH2:20][CH2:19][NH:18][CH2:17][CH2:16]1.[N:21]([CH:24]1[CH2:29][CH2:28][CH2:27][CH2:26][CH2:25]1)=[C:22]=[O:23]. Product: [CH:24]1([NH:21][C:22]([N:18]2[CH2:19][CH2:20][CH:15]([C:6]3[C:5]4[C:10](=[CH:11][C:12]([O:13][CH3:14])=[C:3]([O:2][CH3:1])[CH:4]=4)[N:9]=[CH:8][N:7]=3)[CH2:16][CH2:17]2)=[O:23])[CH2:29][CH2:28][CH2:27][CH2:26][CH2:25]1. (2) Reactant: [CH2:1]([NH:5][C:6]1[N:11]=[C:10]([C:12]2[C:13]([C:22]3[CH:27]=[CH:26][C:25]([F:28])=[CH:24][CH:23]=3)=[N:14][N:15]3[C:20](Cl)=[CH:19][CH:18]=[CH:17][C:16]=23)[CH:9]=[CH:8][N:7]=1)[CH2:2][CH2:3][CH3:4].[CH3:29][Zn]C. Product: [CH2:1]([NH:5][C:6]1[N:11]=[C:10]([C:12]2[C:13]([C:22]3[CH:27]=[CH:26][C:25]([F:28])=[CH:24][CH:23]=3)=[N:14][N:15]3[C:20]([CH3:29])=[CH:19][CH:18]=[CH:17][C:16]=23)[CH:9]=[CH:8][N:7]=1)[CH2:2][CH2:3][CH3:4]. The catalyst class is: 7.